From a dataset of Reaction yield outcomes from USPTO patents with 853,638 reactions. Predict the reaction yield, written as a fraction of the theoretical maximum amount of product (1.0 means a 100% yield; for example, 0.34 means a 34% yield). (1) The reactants are [NH2:1][C:2]1[CH:3]=[N:4][C:5]2[C:10]([C:11]=1[CH2:12][C:13]1[CH:18]=[CH:17][C:16]([C:19]([CH3:23])([CH3:22])[C:20]#[N:21])=[CH:15][CH:14]=1)=[CH:9][C:8]([Br:24])=[CH:7][CH:6]=2.[CH3:25][C:26]([O-:28])=O.[K+].C(OC(=O)C)(=O)C.C(O[N:43]=O)CC(C)C. The catalyst is C1(C)C=CC=CC=1. The product is [C:26]([N:1]1[C:2]2[CH:3]=[N:4][C:5]3[CH:6]=[CH:7][C:8]([Br:24])=[CH:9][C:10]=3[C:11]=2[C:12]([C:13]2[CH:14]=[CH:15][C:16]([C:19]([CH3:22])([CH3:23])[C:20]#[N:21])=[CH:17][CH:18]=2)=[N:43]1)(=[O:28])[CH3:25]. The yield is 0.520. (2) The reactants are [NH2:1][C:2]1[CH:3]=[CH:4][C:5]([OH:25])=[C:6]([CH:24]=1)[C:7]([NH:9][C:10]1[CH:15]=[C:14]([C:16]([F:19])([F:18])[F:17])[CH:13]=[C:12]([C:20]([F:23])([F:22])[F:21])[CH:11]=1)=[O:8].[C:26]1([N:32]=[C:33]=[S:34])[CH:31]=[CH:30][CH:29]=[CH:28][CH:27]=1. No catalyst specified. The product is [F:23][C:20]([F:21])([F:22])[C:12]1[CH:11]=[C:10]([NH:9][C:7](=[O:8])[C:6]2[CH:24]=[C:2]([NH:1][C:33]([NH:32][C:26]3[CH:31]=[CH:30][CH:29]=[CH:28][CH:27]=3)=[S:34])[CH:3]=[CH:4][C:5]=2[OH:25])[CH:15]=[C:14]([C:16]([F:17])([F:18])[F:19])[CH:13]=1. The yield is 0.663. (3) The reactants are [CH:1]([OH:4])([CH3:3])[CH3:2].[H-].[Na+].F[C:8]1[CH:13]=[CH:12][C:11]([N+:14]([O-:16])=[O:15])=[CH:10][C:9]=1[N:17]1[C:21](=[O:22])[N:20]([CH3:23])[N:19]=[N:18]1.C(OCC)(=O)C. The catalyst is CN(C=O)C.O. The product is [CH:1]([O:4][C:8]1[CH:13]=[CH:12][C:11]([N+:14]([O-:16])=[O:15])=[CH:10][C:9]=1[N:17]1[C:21](=[O:22])[N:20]([CH3:23])[N:19]=[N:18]1)([CH3:3])[CH3:2]. The yield is 0.480. (4) The catalyst is O. The reactants are O.O.[C:3]([O-:15])(=[O:14])[CH2:4][C:5]([CH2:10][C:11]([O-:13])=[O:12])([C:7]([O-:9])=[O:8])[OH:6].[Na+:16].[Na+].[Na+]. The yield is 0.0150. The product is [C:3]([O-:15])(=[O:14])[CH2:4][C:5]([CH2:10][C:11]([O-:13])=[O:12])([C:7]([O-:9])=[O:8])[OH:6].[Na+:16].[Na+:16].[Na+:16].